Dataset: Forward reaction prediction with 1.9M reactions from USPTO patents (1976-2016). Task: Predict the product of the given reaction. Given the reactants [C:1]([NH:4][C:5]1[CH:15]=[CH:14][C:13]([OH:16])=[CH:12][C:6]=1[C:7]([O:9][CH2:10][CH3:11])=[O:8])(=[O:3])[CH3:2].C(=O)([O-])[O-].[K+].[K+].I[CH2:24][CH3:25], predict the reaction product. The product is: [C:1]([NH:4][C:5]1[CH:15]=[CH:14][C:13]([O:16][CH2:24][CH3:25])=[CH:12][C:6]=1[C:7]([O:9][CH2:10][CH3:11])=[O:8])(=[O:3])[CH3:2].